Dataset: Forward reaction prediction with 1.9M reactions from USPTO patents (1976-2016). Task: Predict the product of the given reaction. Given the reactants [C:18]1(P([C:14]2[CH:19]=[CH:18][CH:17]=[CH:16]C=2)[C:18]2[CH:19]=[CH:14]C=[CH:16][CH:17]=2)[CH:19]=[CH:14]C=[CH:16][CH:17]=1.[C:20]([Br:24])(Br)(Br)Br.[C-:25]1([C:30]2[CH:37]=[CH:36][C:33](CO)=[CH:32][CH:31]=2)[CH:29]=[CH:28][CH:27]=[CH:26]1.[CH-]1C=CC=C1.[Fe+2:43], predict the reaction product. The product is: [Br:24][CH2:20][C:33]1[CH:36]=[CH:37][C:30]([C-:25]2[CH:29]=[CH:28][CH:27]=[CH:26]2)=[CH:31][CH:32]=1.[CH-:16]1[CH:17]=[CH:18][CH:19]=[CH:14]1.[Fe+2:43].